Predict the product of the given reaction. From a dataset of Forward reaction prediction with 1.9M reactions from USPTO patents (1976-2016). (1) Given the reactants [NH2:1][C@:2]([CH2:26][CH3:27])([CH2:5][CH2:6][C:7]1[CH:12]=[CH:11][C:10]([O:13][CH2:14][CH2:15][CH2:16][CH2:17][C:18]2[CH:23]=[CH:22][CH:21]=[CH:20][CH:19]=2)=[C:9]([O:24][CH3:25])[CH:8]=1)[CH2:3][OH:4].C(N(CC)CC)C.[C:35](O[C:35]([O:37][C:38]([CH3:41])([CH3:40])[CH3:39])=[O:36])([O:37][C:38]([CH3:41])([CH3:40])[CH3:39])=[O:36].C1COCC1, predict the reaction product. The product is: [C:35]([NH:1][C@:2]([CH2:26][CH3:27])([CH2:5][CH2:6][C:7]1[CH:12]=[CH:11][C:10]([O:13][CH2:14][CH2:15][CH2:16][CH2:17][C:18]2[CH:19]=[CH:20][CH:21]=[CH:22][CH:23]=2)=[C:9]([O:24][CH3:25])[CH:8]=1)[CH2:3][OH:4])([O:37][C:38]([CH3:41])([CH3:40])[CH3:39])=[O:36]. (2) Given the reactants Cl[C:2]1[NH:3][C:4]([C:9]2[CH:14]=[CH:13][CH:12]=[CH:11][C:10]=2[F:15])=[CH:5][C:6]=1[C:7]#[N:8].C(N(C(C)C)CC)(C)C, predict the reaction product. The product is: [F:15][C:10]1[CH:11]=[CH:12][CH:13]=[CH:14][C:9]=1[C:4]1[NH:3][CH:2]=[C:6]([C:7]#[N:8])[CH:5]=1. (3) The product is: [CH3:14][C:15]1[N:16]([CH3:28])[N:17]=[C:18]2[C:23]=1[C:22]1[C:24](=[CH:5][C:3]#[N:4])[CH2:25][CH2:26][C:21]=1[CH:20]=[CH:19]2. Given the reactants [H-].[Na+].[C:3]([CH2:5]P(=O)(OCC)OCC)#[N:4].[CH3:14][C:15]1[N:16]([CH3:28])[N:17]=[C:18]2[C:23]=1[C:22]1[C:24](=O)[CH2:25][CH2:26][C:21]=1[CH:20]=[CH:19]2, predict the reaction product. (4) Given the reactants FC(F)(F)C(O)=O.[NH2:8][C@H:9]1[CH2:15][O:14][C:13]2[CH:16]=[CH:17][CH:18]=[CH:19][C:12]=2[NH:11][C:10]1=[O:20].[C:21]([O:25][C:26]([N:28]([CH3:34])[C@@H:29]([CH3:33])[C:30](O)=[O:31])=[O:27])([CH3:24])([CH3:23])[CH3:22].O.ON1C2C=CC=CC=2N=N1.C(N(CC)C(C)C)(C)C, predict the reaction product. The product is: [CH3:34][N:28]([C@@H:29]([CH3:33])[C:30](=[O:31])[NH:8][C@H:9]1[CH2:15][O:14][C:13]2[CH:16]=[CH:17][CH:18]=[CH:19][C:12]=2[NH:11][C:10]1=[O:20])[C:26](=[O:27])[O:25][C:21]([CH3:24])([CH3:22])[CH3:23]. (5) Given the reactants [Cl:1][C:2]1[C:7]([N:8]2[CH2:13][CH2:12][CH:11]([C:14]3[CH:19]=[CH:18][CH:17]=[CH:16][C:15]=3[C:20]([F:23])([F:22])[F:21])[CH2:10][CH2:9]2)=[CH:6][N:5]=[N:4][C:3]=1[NH:24][NH:25][C:26](=[O:31])[CH2:27][CH:28]1[CH2:30][CH2:29]1.P(Cl)(Cl)(Cl)=[O:33], predict the reaction product. The product is: [C:26]([O-:31])(=[O:33])[CH3:27].[NH4+:4].[Cl:1][C:2]1[C:3]2[N:4]([C:26]([CH2:27][CH:28]3[CH2:30][CH2:29]3)=[N:25][N:24]=2)[N:5]=[CH:6][C:7]=1[N:8]1[CH2:9][CH2:10][CH:11]([C:14]2[CH:19]=[CH:18][CH:17]=[CH:16][C:15]=2[C:20]([F:23])([F:21])[F:22])[CH2:12][CH2:13]1.